From a dataset of Forward reaction prediction with 1.9M reactions from USPTO patents (1976-2016). Predict the product of the given reaction. Given the reactants [NH2:1][C:2]1[CH:7]=[CH:6][CH:5]=[CH:4][N:3]=1.Cl[CH2:9][C:10](=O)[CH3:11], predict the reaction product. The product is: [CH3:11][C:10]1[N:1]=[C:2]2[CH:7]=[CH:6][CH:5]=[CH:4][N:3]2[CH:9]=1.